From a dataset of Full USPTO retrosynthesis dataset with 1.9M reactions from patents (1976-2016). Predict the reactants needed to synthesize the given product. (1) The reactants are: [CH3:1][C:2]1[CH:7]=[CH:6][CH:5]=[C:4]([C:8]([F:11])([F:10])[F:9])[C:3]=1[N+:12]([O-])=O.[H][H]. Given the product [CH3:1][C:2]1[CH:7]=[CH:6][CH:5]=[C:4]([C:8]([F:9])([F:10])[F:11])[C:3]=1[NH2:12], predict the reactants needed to synthesize it. (2) Given the product [NH2:12][C:5]1[CH:4]=[C:3]([CH:15]([C:27]2[CH:32]=[CH:31][CH:30]=[CH:29][CH:28]=2)[NH:16][C:17](=[O:26])[CH2:18][O:19][C:20]2[CH:25]=[CH:24][CH:23]=[CH:22][CH:21]=2)[C:2]([OH:1])=[C:11]2[C:6]=1[CH:7]=[CH:8][CH:9]=[N:10]2, predict the reactants needed to synthesize it. The reactants are: [OH:1][C:2]1[C:3]([CH:15]([C:27]2[CH:32]=[CH:31][CH:30]=[CH:29][CH:28]=2)[NH:16][C:17](=[O:26])[CH2:18][O:19][C:20]2[CH:25]=[CH:24][CH:23]=[CH:22][CH:21]=2)=[CH:4][C:5]([N+:12]([O-])=O)=[C:6]2[C:11]=1[N:10]=[CH:9][CH:8]=[CH:7]2. (3) Given the product [CH3:19][CH:20]([C:21]([NH:1][CH:2]1[C:8](=[O:9])[N:7]([CH3:10])[C:6]2[CH:11]=[CH:12][CH:13]=[CH:14][C:5]=2[C:4]2[CH:15]=[CH:16][CH:17]=[CH:18][C:3]1=2)=[O:22])[C:24]([NH:26][CH2:27][C:28]1[CH:29]=[CH:30][C:31]([CH3:34])=[CH:32][CH:33]=1)=[O:25], predict the reactants needed to synthesize it. The reactants are: [NH2:1][CH:2]1[C:8](=[O:9])[N:7]([CH3:10])[C:6]2[CH:11]=[CH:12][CH:13]=[CH:14][C:5]=2[C:4]2[CH:15]=[CH:16][CH:17]=[CH:18][C:3]1=2.[CH3:19][CH:20]([C:24]([NH:26][CH2:27][C:28]1[CH:33]=[CH:32][C:31]([CH3:34])=[CH:30][CH:29]=1)=[O:25])[C:21](O)=[O:22]. (4) Given the product [CH3:10][C:9]1[N:1]=[C:2]2[NH:3][N:4]=[CH:5][C:6]2=[C:7]([NH2:8])[N:11]=1, predict the reactants needed to synthesize it. The reactants are: [NH2:1][C:2]1[C:6]([C:7]#[N:8])=[CH:5][NH:4][N:3]=1.[C:9](#[N:11])[CH3:10]. (5) Given the product [Cl:32][C:33]1[CH:40]=[CH:39][C:36]([CH2:37][N:18]2[C:9]3[C:8]([NH:7][C@@H:5]([CH:1]4[CH2:4][CH2:3][CH2:2]4)[CH3:6])=[N:13][C:12]([C:14]#[N:15])=[N:11][C:10]=3[CH:16]=[C:17]2[C:19]2[CH:24]=[CH:23][CH:22]=[C:21]([CH3:25])[CH:20]=2)=[CH:35][C:34]=1[F:41], predict the reactants needed to synthesize it. The reactants are: [CH:1]1([C@H:5]([NH:7][C:8]2[C:9]3[NH:18][C:17]([C:19]4[CH:24]=[CH:23][CH:22]=[C:21]([CH3:25])[CH:20]=4)=[CH:16][C:10]=3[N:11]=[C:12]([C:14]#[N:15])[N:13]=2)[CH3:6])[CH2:4][CH2:3][CH2:2]1.C(=O)([O-])[O-].[K+].[K+].[Cl:32][C:33]1[CH:40]=[CH:39][C:36]([CH2:37]Br)=[CH:35][C:34]=1[F:41]. (6) Given the product [CH2:1]([C:4]1[C:13]2[C:8](=[CH:9][C:10]([S:24]([C:21]3[CH:22]=[CH:23][C:18]([CH3:17])=[CH:19][CH:20]=3)(=[O:26])=[O:25])=[CH:11][C:12]=2[S:24]([C:21]2[CH:22]=[CH:23][C:18]([CH3:17])=[CH:19][CH:20]=2)(=[O:26])=[O:25])[O:7][C:6](=[O:16])[CH:5]=1)[CH2:2][CH3:3], predict the reactants needed to synthesize it. The reactants are: [CH2:1]([C:4]1[C:13]2[C:8](=[CH:9][C:10](O)=[CH:11][C:12]=2O)[O:7][C:6](=[O:16])[CH:5]=1)[CH2:2][CH3:3].[CH3:17][C:18]1[CH:23]=[CH:22][C:21]([S:24](Cl)(=[O:26])=[O:25])=[CH:20][CH:19]=1.Cl. (7) Given the product [Cl:22][C:2]1[CH:7]=[CH:6][N:5]=[CH:4][C:3]=1[S:8]([NH:30][C:29]1[CH:31]=[CH:32][C:33]([O:34][CH3:35])=[C:27]([O:26][CH3:25])[CH:28]=1)(=[O:10])=[O:11], predict the reactants needed to synthesize it. The reactants are: O[C:2]1[CH:7]=[CH:6][N:5]=[CH:4][C:3]=1[S:8]([OH:11])(=[O:10])=O.C(N(CC)C(C)C)(C)C.O(Cl)[Cl:22].[P+5].[CH3:25][O:26][C:27]1[CH:28]=[C:29]([CH:31]=[CH:32][C:33]=1[O:34][CH3:35])[NH2:30].C([O-])(O)=O.[Na+].